This data is from Forward reaction prediction with 1.9M reactions from USPTO patents (1976-2016). The task is: Predict the product of the given reaction. Given the reactants Cl[C:2]1[N:7]=[C:6]([N:8]2[CH2:13][CH2:12][N:11](C(OC(C)(C)C)=O)[CH2:10][CH2:9]2)[C:5]([Cl:21])=[CH:4][N:3]=1.C(O)(C(F)(F)F)=O.ClC1N=C(N2CCNCC2)C(Cl)=CN=1.[NH2:43][C:44]1[CH:49]=[CH:48][CH:47]=[CH:46][C:45]=1[NH:50][C:51](=[O:57])[O:52][C:53]([CH3:56])([CH3:55])[CH3:54], predict the reaction product. The product is: [Cl:21][C:5]1[C:6]([N:8]2[CH2:9][CH2:10][NH:11][CH2:12][CH2:13]2)=[N:7][C:2]([NH:43][C:44]2[CH:49]=[CH:48][CH:47]=[CH:46][C:45]=2[NH:50][C:51](=[O:57])[O:52][C:53]([CH3:55])([CH3:54])[CH3:56])=[N:3][CH:4]=1.